This data is from CYP3A4 inhibition data for predicting drug metabolism from PubChem BioAssay. The task is: Regression/Classification. Given a drug SMILES string, predict its absorption, distribution, metabolism, or excretion properties. Task type varies by dataset: regression for continuous measurements (e.g., permeability, clearance, half-life) or binary classification for categorical outcomes (e.g., BBB penetration, CYP inhibition). Dataset: cyp3a4_veith. (1) The drug is CN1CCN(c2ncc3ncc(=O)n(C4CC4)c3n2)CC1. The result is 0 (non-inhibitor). (2) The drug is COc1ccccc1CNC(=O)CCCn1c(=O)c2ccccc2n(CC(=O)NC2CCCC2)c1=O. The result is 1 (inhibitor). (3) The compound is COC(=O)C/C=C\[C@@H](C)[C@@H](/C=N\O[C@@H](C)CN1CCCc2nc(C)c(C)cc21)NS(=O)(=O)c1ccc(C)cc1. The result is 0 (non-inhibitor). (4) The compound is C[C@@H](C(=O)NCC1CC1)[C@@H]1C[C@@]1(C)[C@@H](NC(=O)OCc1ccccc1)c1ccccc1. The result is 1 (inhibitor). (5) The molecule is Cc1cnc(CNc2ncnc3ccc(-c4ccc(N(C)C)cc4)cc23)cn1. The result is 1 (inhibitor).